From a dataset of Reaction yield outcomes from USPTO patents with 853,638 reactions. Predict the reaction yield, written as a fraction of the theoretical maximum amount of product (1.0 means a 100% yield; for example, 0.34 means a 34% yield). (1) The reactants are N#N.[CH3:3][O:4][C:5]([C:7]1[CH:11]=[C:10](Br)[O:9][C:8]=1[CH3:13])=[O:6].CC1(C)C(C)(C)OB([C:22]2[CH:27]=[CH:26][C:25]([NH2:28])=[CH:24][CH:23]=2)O1.C(=O)(O)[O-].[Na+]. The catalyst is COCCOC.C1C=CC([P]([Pd]([P](C2C=CC=CC=2)(C2C=CC=CC=2)C2C=CC=CC=2)([P](C2C=CC=CC=2)(C2C=CC=CC=2)C2C=CC=CC=2)[P](C2C=CC=CC=2)(C2C=CC=CC=2)C2C=CC=CC=2)(C2C=CC=CC=2)C2C=CC=CC=2)=CC=1. The product is [CH3:3][O:4][C:5]([C:7]1[CH:11]=[C:10]([C:22]2[CH:27]=[CH:26][C:25]([NH2:28])=[CH:24][CH:23]=2)[O:9][C:8]=1[CH3:13])=[O:6]. The yield is 0.460. (2) The reactants are [F:1][C:2]1[CH:3]=[C:4]([CH:6]=[C:7]([F:9])[CH:8]=1)[NH2:5].C([O-])([O-])=O.[Cs+].[Cs+].Cl[C:17]1[CH:22]=[C:21]([N:23]([CH:31]2[CH2:33][CH2:32]2)C(=O)OCCCC)[N:20]2[N:34]=[CH:35][C:36]([CH:37]=[O:38])=[C:19]2[N:18]=1.C1C=CC(P(C2C(C3C(P(C4C=CC=CC=4)C4C=CC=CC=4)=CC=C4C=3C=CC=C4)=C3C(C=CC=C3)=CC=2)C2C=CC=CC=2)=CC=1. The catalyst is O1CCOCC1.C([O-])(=O)C.[Pd+2].C([O-])(=O)C.CCOCC. The product is [CH:31]1([NH:23][C:21]2[N:20]3[N:34]=[CH:35][C:36]([CH:37]=[O:38])=[C:19]3[N:18]=[C:17]([NH:5][C:4]3[CH:3]=[C:2]([F:1])[CH:8]=[C:7]([F:9])[CH:6]=3)[CH:22]=2)[CH2:32][CH2:33]1. The yield is 0.800. (3) The reactants are [Cl:1][C:2]1[CH:3]=[C:4]([C:8](=[O:21])[CH2:9][N:10]2[C:18](=[O:19])[C:17]3[C:12](=[CH:13][CH:14]=[CH:15][CH:16]=3)[C:11]2=[O:20])[CH:5]=[CH:6][CH:7]=1.CO[CH:24](OC)[N:25]([CH3:27])[CH3:26]. No catalyst specified. The product is [Cl:1][C:2]1[CH:3]=[C:4]([C:8](=[O:21])[C:9]([N:10]2[C:18](=[O:19])[C:17]3[C:12](=[CH:13][CH:14]=[CH:15][CH:16]=3)[C:11]2=[O:20])=[CH:24][N:25]([CH3:27])[CH3:26])[CH:5]=[CH:6][CH:7]=1. The yield is 0.800. (4) The reactants are [N:1]1[CH:6]=[CH:5][CH:4]=[CH:3][C:2]=1[N:7]1[CH2:12][CH2:11][N:10](C(OC(C)(C)C)=O)[CH2:9][CH2:8]1.[OH-].[Na+]. The catalyst is C(Cl)Cl.C(O)(C(F)(F)F)=O. The product is [N:1]1[CH:6]=[CH:5][CH:4]=[CH:3][C:2]=1[N:7]1[CH2:8][CH2:9][NH:10][CH2:11][CH2:12]1. The yield is 0.970. (5) The reactants are CC([Si](C)(C)[O:6][CH2:7][CH2:8][O:9][C:10]1[CH:11]=[C:12]2[C:16](=[CH:17][CH:18]=1)[N:15](C(OC(C)(C)C)=O)[C:14]([C:26]([O:28][CH2:29][CH3:30])=[O:27])=[CH:13]2)(C)C.Cl.C(O)(C(F)(F)F)=O. The catalyst is C1COCC1. The product is [OH:6][CH2:7][CH2:8][O:9][C:10]1[CH:11]=[C:12]2[C:16](=[CH:17][CH:18]=1)[NH:15][C:14]([C:26]([O:28][CH2:29][CH3:30])=[O:27])=[CH:13]2. The yield is 0.960. (6) The reactants are [F:1][C:2]([F:21])([F:20])[C:3]1[CH:8]=[CH:7][C:6]([C:9]2[CH:10]=[C:11]([C:18]#[N:19])[C:12]3[N:13]([CH:15]=[CH:16][N:17]=3)[CH:14]=2)=[CH:5][CH:4]=1.[I:22]Cl. No catalyst specified. The product is [I:22][C:15]1[N:13]2[CH:14]=[C:9]([C:6]3[CH:5]=[CH:4][C:3]([C:2]([F:1])([F:20])[F:21])=[CH:8][CH:7]=3)[CH:10]=[C:11]([C:18]#[N:19])[C:12]2=[N:17][CH:16]=1. The yield is 0.990. (7) The reactants are [NH2:1][CH:2]([CH:5]1[CH2:10][CH2:9][O:8][CH2:7][CH2:6]1)[CH2:3][OH:4].[H-].[Na+].[O:13]1[C:17]2[CH:18]=[CH:19][CH:20]=[CH:21][C:16]=2[CH:15]=[C:14]1[C:22]1[N:26]2[N:27]=[C:28](Cl)[CH:29]=[CH:30][C:25]2=[N:24][CH:23]=1. The catalyst is CN(C=O)C. The product is [O:13]1[C:17]2[CH:18]=[CH:19][CH:20]=[CH:21][C:16]=2[CH:15]=[C:14]1[C:22]1[N:26]2[N:27]=[C:28]([O:4][CH2:3][CH:2]([CH:5]3[CH2:10][CH2:9][O:8][CH2:7][CH2:6]3)[NH2:1])[CH:29]=[CH:30][C:25]2=[N:24][CH:23]=1. The yield is 0.610.